Dataset: Catalyst prediction with 721,799 reactions and 888 catalyst types from USPTO. Task: Predict which catalyst facilitates the given reaction. (1) Reactant: [Cl:1][C:2]1[CH:7]=[CH:6][C:5]([OH:8])=[C:4](I)[CH:3]=1.[C:10]([C:12]1[CH:13]=[C:14]([CH:20]=[CH:21][CH:22]=1)[C:15]([O:17][CH2:18][CH3:19])=[O:16])#[CH:11].C1(P(C2C=CC=CC=2)C2C=CC=CC=2)C=CC=CC=1. Product: [Cl:1][C:2]1[CH:7]=[CH:6][C:5]2[O:8][C:10]([C:12]3[CH:13]=[C:14]([CH:20]=[CH:21][CH:22]=3)[C:15]([O:17][CH2:18][CH3:19])=[O:16])=[CH:11][C:4]=2[CH:3]=1. The catalyst class is: 337. (2) Reactant: [F:1][C:2]1[CH:7]=[CH:6][C:5]([C:8](=[O:20])[CH2:9][C:10]2[CH:15]=[CH:14][C:13]([S:16]([CH3:19])(=[O:18])=[O:17])=[CH:12][CH:11]=2)=[CH:4][CH:3]=1.[Se](O)(O)=[O:22].O1CCOCC1. Product: [CH3:19][S:16]([C:13]1[CH:14]=[CH:15][C:10]([C:9](=[O:22])[C:8]([C:5]2[CH:4]=[CH:3][C:2]([F:1])=[CH:7][CH:6]=2)=[O:20])=[CH:11][CH:12]=1)(=[O:17])=[O:18]. The catalyst class is: 6. (3) Reactant: Br[CH2:2][C:3]1[CH:8]=[CH:7][CH:6]=[C:5]([O:9][CH3:10])[N:4]=1.[C:11]1([C:17]([C:25]2[CH:30]=[CH:29][CH:28]=[CH:27][CH:26]=2)=[N:18][CH2:19][C:20]([O:22][CH2:23][CH3:24])=[O:21])[CH:16]=[CH:15][CH:14]=[CH:13][CH:12]=1.[OH-].[Na+]. The catalyst class is: 20. Product: [C:11]1([C:17]([C:25]2[CH:30]=[CH:29][CH:28]=[CH:27][CH:26]=2)=[N:18][C@H:19]([C:20]([O:22][CH2:23][CH3:24])=[O:21])[CH2:2][C:3]2[CH:8]=[CH:7][CH:6]=[C:5]([O:9][CH3:10])[N:4]=2)[CH:12]=[CH:13][CH:14]=[CH:15][CH:16]=1. (4) Reactant: CC(C)(CC1C=CC=C(O)C=1)C(OC)=[O:4].[C:16]1([CH:22]([C:41]2[CH:46]=[CH:45][CH:44]=[CH:43][CH:42]=2)[CH2:23][N:24]([CH2:37][CH2:38][CH2:39][OH:40])[CH2:25][C:26]2[CH:31]=[CH:30][CH:29]=[C:28]([C:32]([F:35])([F:34])[F:33])[C:27]=2[Cl:36])[CH:21]=[CH:20][CH:19]=[CH:18][CH:17]=1.[CH:47]1C=[CH:51][C:50](P([C:49]2[CH:50]=[CH:51]C=[CH:47][CH:48]=2)[C:49]2[CH:50]=[CH:51]C=[CH:47][CH:48]=2)=[CH:49][CH:48]=1.CC(OC(/N=N/C(O[CH:77]([CH3:79])[CH3:78])=O)=O)C.[CH2:80]1[CH2:84][O:83][CH2:82][CH2:81]1. Product: [C:41]1([CH:22]([C:16]2[CH:17]=[CH:18][CH:19]=[CH:20][CH:21]=2)[CH2:23][N:24]([CH2:25][C:26]2[CH:31]=[CH:30][CH:29]=[C:28]([C:32]([F:34])([F:35])[F:33])[C:27]=2[Cl:36])[CH2:37][CH2:38][CH2:39][O:40][C:47]2[C:77]([CH3:78])([CH3:79])[CH:51]([CH:80]([CH3:81])[C:84]([O:83][CH3:82])=[O:4])[CH:50]=[CH:49][CH:48]=2)[CH:42]=[CH:43][CH:44]=[CH:45][CH:46]=1. The catalyst class is: 6. (5) Reactant: [C:1]([O:5][C:6](=[O:32])[CH2:7][C@H:8]([N:16]([CH2:25]C1C=CC=CC=1)[C@@H](C1C=CC=CC=1)C)[C:9]1[CH:14]=[CH:13][CH:12]=[C:11]([F:15])[CH:10]=1)([CH3:4])([CH3:3])[CH3:2].C(OC([O:35][C:36]([CH3:39])([CH3:38])[CH3:37])=O)([O:35][C:36]([CH3:39])([CH3:38])[CH3:37])=O.C([OH:50])C. Product: [C:1]([O:5][C:6](=[O:32])[CH2:7][CH:8]([NH:16][C:25]([O:35][C:36]([CH3:39])([CH3:38])[CH3:37])=[O:50])[C:9]1[CH:14]=[CH:13][CH:12]=[C:11]([F:15])[CH:10]=1)([CH3:2])([CH3:3])[CH3:4]. The catalyst class is: 723. (6) Reactant: [NH2:1][C:2]1[S:6][C:5]2[CH2:7][CH:8]([CH3:11])[CH2:9][CH2:10][C:4]=2[C:3]=1[C:12]([NH2:14])=[O:13].P(Cl)(Cl)Cl.[N+:19]([C:22]1[CH:27]=[CH:26][C:25]([CH2:28][C:29](O)=[O:30])=[CH:24][CH:23]=1)([O-:21])=[O:20]. Product: [CH3:11][CH:8]1[CH2:7][C:5]2[S:6][C:2]([NH:1][C:29](=[O:30])[CH2:28][C:25]3[CH:24]=[CH:23][C:22]([N+:19]([O-:21])=[O:20])=[CH:27][CH:26]=3)=[C:3]([C:12]([NH2:14])=[O:13])[C:4]=2[CH2:10][CH2:9]1. The catalyst class is: 17.